Dataset: Catalyst prediction with 721,799 reactions and 888 catalyst types from USPTO. Task: Predict which catalyst facilitates the given reaction. (1) Reactant: [C:1]([N:8]1[CH:12]=[CH:11][N:10]=[CH:9]1)(N1C=CN=C1)=[O:2].[CH:13]1([C:19]2[C:27]3[C:22](=[CH:23][C:24](C(O)=O)=[CH:25][CH:26]=3)[N:21]([CH3:31])[C:20]=2[C:32]2[CH:37]=[CH:36][CH:35]=[CH:34][C:33]=2[O:38][CH2:39][C:40]([N:42]([CH3:54])[CH2:43][CH2:44][O:45][CH2:46][CH2:47][N:48]([CH3:53])[S:49](=[O:52])(=[O:51])[NH2:50])=[O:41])[CH2:18][CH2:17][CH2:16][CH2:15][CH2:14]1. Product: [CH:13]1([C:19]2[C:27]3[C:22](=[CH:23][C:24]([C:1]([N:8]4[CH:12]=[CH:11][N:10]=[CH:9]4)=[O:2])=[CH:25][CH:26]=3)[N:21]([CH3:31])[C:20]=2[C:32]2[CH:37]=[CH:36][CH:35]=[CH:34][C:33]=2[O:38][CH2:39][C:40]([N:42]([CH3:54])[CH2:43][CH2:44][O:45][CH2:46][CH2:47][N:48]([CH3:53])[S:49](=[O:52])(=[O:51])[NH2:50])=[O:41])[CH2:14][CH2:15][CH2:16][CH2:17][CH2:18]1. The catalyst class is: 10. (2) Reactant: [Cl-].[Al+3].[Cl-].[Cl-].[C:5]([C:9]1[CH:14]=[CH:13][CH:12]=[CH:11][C:10]=1[OH:15])([CH3:8])([CH3:7])[CH3:6].[C:16](Cl)(=[O:18])[CH3:17]. Product: [CH3:7][C:5]([C:9]1[CH:14]=[C:13]([C:16](=[O:18])[CH3:17])[CH:12]=[CH:11][C:10]=1[OH:15])([CH3:8])[CH3:6]. The catalyst class is: 11. (3) Reactant: [F:1][C:2]([F:10])([F:9])[C:3]1[S:7][C:6]([NH2:8])=[N:5][N:4]=1.[CH2:11]([O:13][C:14]1[CH:19]=[CH:18][C:17]([NH:20][C:21](=O)[O:22]C2C=CC=CC=2)=[C:16]([C:30]2[S:31][CH:32]=[CH:33][N:34]=2)[CH:15]=1)[CH3:12].[H-].[Na+].Cl. Product: [CH2:11]([O:13][C:14]1[CH:19]=[CH:18][C:17]([NH:20][C:21]([NH:8][C:6]2[S:7][C:3]([C:2]([F:10])([F:9])[F:1])=[N:4][N:5]=2)=[O:22])=[C:16]([C:30]2[S:31][CH:32]=[CH:33][N:34]=2)[CH:15]=1)[CH3:12]. The catalyst class is: 1.